The task is: Regression. Given two drug SMILES strings and cell line genomic features, predict the synergy score measuring deviation from expected non-interaction effect.. This data is from NCI-60 drug combinations with 297,098 pairs across 59 cell lines. Drug 1: CC(CN1CC(=O)NC(=O)C1)N2CC(=O)NC(=O)C2. Drug 2: CN1C(=O)N2C=NC(=C2N=N1)C(=O)N. Cell line: HOP-92. Synergy scores: CSS=19.3, Synergy_ZIP=-2.74, Synergy_Bliss=-2.79, Synergy_Loewe=-0.947, Synergy_HSA=-0.494.